From a dataset of Full USPTO retrosynthesis dataset with 1.9M reactions from patents (1976-2016). Predict the reactants needed to synthesize the given product. (1) Given the product [CH3:12][N:11]([CH2:13][C:14]1([CH2:23][CH:24]=[O:25])[C:22]2[C:17](=[CH:18][CH:19]=[CH:20][CH:21]=2)[CH2:16][CH2:15]1)[C:10](=[O:29])[O:9][C:5]([CH3:8])([CH3:6])[CH3:7], predict the reactants needed to synthesize it. The reactants are: CC(C)=O.[C:5]([O:9][C:10](=[O:29])[N:11]([CH2:13][C:14]1([CH2:23][CH:24]2OCC[O:25]2)[C:22]2[C:17](=[CH:18][CH:19]=[CH:20][CH:21]=2)[CH2:16][CH2:15]1)[CH3:12])([CH3:8])([CH3:7])[CH3:6].C1(C)C=CC(S(O)(=O)=O)=CC=1.O. (2) Given the product [CH3:8][O:9][C:10]1[CH:11]=[C:12]2[C:15](=[CH:16][C:17]=1[O:18][CH3:19])[CH:14]([NH:20][C:2](=[O:3])[O:4][CH2:5][CH3:6])[CH2:13]2, predict the reactants needed to synthesize it. The reactants are: Cl[C:2]([O:4][CH2:5][CH3:6])=[O:3].Cl.[CH3:8][O:9][C:10]1[CH:11]=[C:12]2[C:15](=[CH:16][C:17]=1[O:18][CH3:19])[CH:14]([NH2:20])[CH2:13]2. (3) Given the product [NH:1]1[C:5]2=[N:6][CH:7]=[CH:8][CH:9]=[C:4]2[C:3]([C:10]2[S:14][C:13]([NH:15][C:25](=[O:26])[CH2:24][C:20]3[CH:21]=[CH:22][CH:23]=[C:18]([O:17][CH3:16])[CH:19]=3)=[N:12][N:11]=2)=[CH:2]1, predict the reactants needed to synthesize it. The reactants are: [NH:1]1[C:5]2=[N:6][CH:7]=[CH:8][CH:9]=[C:4]2[C:3]([C:10]2[S:14][C:13]([NH2:15])=[N:12][N:11]=2)=[CH:2]1.[CH3:16][O:17][C:18]1[CH:19]=[C:20]([CH2:24][C:25](O)=[O:26])[CH:21]=[CH:22][CH:23]=1.C(N(CC)CC)C.CN(C=O)C. (4) Given the product [F:14][C:5]1[CH:4]=[C:3]([O:15][CH3:16])[C:2]([C:26]2[C:25]3[C:20](=[CH:21][CH:22]=[C:23]([C:37]4[CH:38]=[N:39][N:40]([CH3:42])[CH:41]=4)[CH:24]=3)[C:19](=[O:43])[N:18]([CH3:17])[CH:27]=2)=[CH:7][C:6]=1[NH:8][S:9]([CH2:12][CH3:13])(=[O:11])=[O:10], predict the reactants needed to synthesize it. The reactants are: Br[C:2]1[C:3]([O:15][CH3:16])=[CH:4][C:5]([F:14])=[C:6]([NH:8][S:9]([CH2:12][CH3:13])(=[O:11])=[O:10])[CH:7]=1.[CH3:17][N:18]1[CH:27]=[C:26](B2OC(C)(C)C(C)(C)O2)[C:25]2[C:20](=[CH:21][CH:22]=[C:23]([C:37]3[CH:38]=[N:39][N:40]([CH3:42])[CH:41]=3)[CH:24]=2)[C:19]1=[O:43].[O-]P([O-])([O-])=O.[K+].[K+].[K+]. (5) Given the product [CH:3]([O:2][C:68]1[CH:67]=[CH:66][C:65]([C:64]([NH2:63])=[O:71])=[CH:70][C:69]=1[NH:39][C:40]([NH:52][C:51]1[C:45]2[N:44]=[C:43]([CH3:42])[NH:47][C:46]=2[CH:48]=[CH:49][CH:50]=1)=[S:41])([CH3:8])[CH3:4], predict the reactants needed to synthesize it. The reactants are: C[O:2][C:3]1[CH:8]=CC=C[C:4]=1NC(=S)NC1C2N=C(NC(=O)C3C=CC=CC=3)NC=2C=CC=1.COC1C=CC=CC=1[N:39]=[C:40]=[S:41].[CH3:42][C:43]1[NH:47][C:46]2[CH:48]=[CH:49][CH:50]=[C:51]([NH2:52])[C:45]=2[N:44]=1.NC1C2N=C([NH:63][C:64](=[O:71])[C:65]3[CH:70]=[CH:69][CH:68]=[CH:67][CH:66]=3)NC=2C=CC=1. (6) The reactants are: N[C:2](=[O:24])[CH:3]([NH:16][C:17](=[O:23])[O:18][C:19]([CH3:22])([CH3:21])[CH3:20])[C:4]1[CH:9]=[CH:8][C:7]([O:10][C:11]([F:14])([F:13])[F:12])=[C:6]([F:15])[CH:5]=1.[OH-:25].[Na+].[CH3:27]O. Given the product [C:19]([O:18][C:17]([NH:16][CH:3]([C:4]1[CH:9]=[CH:8][C:7]([O:10][C:11]([F:14])([F:13])[F:12])=[C:6]([F:15])[CH:5]=1)[C:2]([O:24][CH3:27])=[O:25])=[O:23])([CH3:22])([CH3:21])[CH3:20], predict the reactants needed to synthesize it. (7) Given the product [CH3:25][C:2]1[N:6]2[CH:7]=[CH:8][CH:9]=[CH:10][C:5]2=[N:4][C:3]=1[CH2:11][C@@H:12]1[CH2:17][CH2:16][CH2:15][CH2:14][N:13]1[C:18]([O:20][C:21]([CH3:24])([CH3:23])[CH3:22])=[O:19], predict the reactants needed to synthesize it. The reactants are: I[C:2]1[N:6]2[CH:7]=[CH:8][CH:9]=[CH:10][C:5]2=[N:4][C:3]=1[CH2:11][C@@H:12]1[CH2:17][CH2:16][CH2:15][CH2:14][N:13]1[C:18]([O:20][C:21]([CH3:24])([CH3:23])[CH3:22])=[O:19].[CH3:25]B(O)O.[OH-].[Na+]. (8) Given the product [Cl:1][C:2]1[N:7]=[C:6]([NH:10][C:11]2[C:12]([F:26])=[CH:13][C:14]([F:25])=[C:15]([NH:17][C:18](=[O:24])[O:19][C:20]([CH3:23])([CH3:21])[CH3:22])[CH:16]=2)[C:5]([Cl:9])=[CH:4][N:3]=1, predict the reactants needed to synthesize it. The reactants are: [Cl:1][C:2]1[N:7]=[C:6](Cl)[C:5]([Cl:9])=[CH:4][N:3]=1.[NH2:10][C:11]1[C:12]([F:26])=[CH:13][C:14]([F:25])=[C:15]([NH:17][C:18](=[O:24])[O:19][C:20]([CH3:23])([CH3:22])[CH3:21])[CH:16]=1.CCN(C(C)C)C(C)C. (9) Given the product [Br:7][C:8]1[CH:9]=[C:10]([C:21]([OH:25])=[O:22])[N:11]([C:13]2[C:18]([Cl:19])=[CH:17][N:16]=[CH:15][C:14]=2[Cl:20])[CH:12]=1, predict the reactants needed to synthesize it. The reactants are: [Mn]([O-])(=O)(=O)=O.[K+].[Br:7][C:8]1[CH:9]=[C:10]([CH:21]=[O:22])[N:11]([C:13]2[C:18]([Cl:19])=[CH:17][N:16]=[CH:15][C:14]=2[Cl:20])[CH:12]=1.CC(C)=[O:25].[OH-].[Na+].